This data is from Reaction yield outcomes from USPTO patents with 853,638 reactions. The task is: Predict the reaction yield, written as a fraction of the theoretical maximum amount of product (1.0 means a 100% yield; for example, 0.34 means a 34% yield). (1) The reactants are [Cl:1][C:2]1[N:3]([C@@H:15]2[O:21][C@H:20]([CH2:22][OH:23])[C@@H:18]([OH:19])[C@H:16]2[OH:17])[C:4]2[C:9]([C:10]=1[CH:11]=O)=[CH:8][C:7]([Cl:13])=[C:6]([Cl:14])[CH:5]=2.Cl.[O:25]([NH2:27])C.C(=O)(O)[O-].[Na+].CO.O. The catalyst is CO.O.S([O-])([O-])(=O)=S.[Na+].[Na+]. The product is [Cl:1][CH:2]1[C:10](=[C:11]=[N:27][OH:25])[C:9]2[C:4](=[CH:5][C:6]([Cl:14])=[C:7]([Cl:13])[CH:8]=2)[N:3]1[C@@H:15]1[O:21][C@H:20]([CH2:22][OH:23])[C@@H:18]([OH:19])[C@H:16]1[OH:17]. The yield is 0.700. (2) The reactants are Cl.[N+:2]([C:5]1[CH:10]=[CH:9][C:8]([CH2:11][C:12](=[NH:14])[NH2:13])=[CH:7][CH:6]=1)([O-:4])=[O:3].[C:15]([CH:18]([CH2:23][C:24]([O:26][CH3:27])=[O:25])[C:19](OC)=[O:20])(=O)[CH3:16].C[O-].[Na+].S(Cl)(Cl)=O. The catalyst is CO.CC(C)=O. The product is [OH:20][C:19]1[C:18]([CH2:23][C:24]([O:26][CH3:27])=[O:25])=[C:15]([CH3:16])[N:13]=[C:12]([CH2:11][C:8]2[CH:7]=[CH:6][C:5]([N+:2]([O-:4])=[O:3])=[CH:10][CH:9]=2)[N:14]=1. The yield is 0.380. (3) The reactants are Cl.[F:2][C@@H:3]1[CH2:7][NH:6][C@H:5]([C:8]([O:10]C)=O)[CH2:4]1.C([N:15](C(C)C)CC)(C)C.ON1C2C=CC=CC=2N=N1.C([O:34][CH2:35][C:36]([OH:38])=O)(=O)C.Cl.C(N=C=NCCCN(C)C)C. The catalyst is C(#N)C. The product is [F:2][C@@H:3]1[CH2:7][N:6]([C:36](=[O:38])[CH2:35][OH:34])[C@H:5]([C:8]([NH2:15])=[O:10])[CH2:4]1. The yield is 0.790. (4) The reactants are [OH:1][C:2]1[CH:9]=[CH:8][C:5]([CH:6]=[O:7])=[C:4]([CH3:10])[CH:3]=1.CS(O[CH:16]1[CH2:19][N:18]([C:20]([C:22]2[O:23][C:24]([C:27]3[CH:32]=[CH:31][CH:30]=[CH:29][CH:28]=3)=[N:25][N:26]=2)=[O:21])[CH2:17]1)(=O)=O.C([O-])([O-])=O.[Cs+].[Cs+]. The catalyst is CN(C=O)C.C(Cl)Cl. The product is [CH3:10][C:4]1[CH:3]=[C:2]([O:1][CH:16]2[CH2:17][N:18]([C:20]([C:22]3[O:23][C:24]([C:27]4[CH:32]=[CH:31][CH:30]=[CH:29][CH:28]=4)=[N:25][N:26]=3)=[O:21])[CH2:19]2)[CH:9]=[CH:8][C:5]=1[CH:6]=[O:7]. The yield is 0.720.